From a dataset of Forward reaction prediction with 1.9M reactions from USPTO patents (1976-2016). Predict the product of the given reaction. (1) Given the reactants [OH:1][C:2]1[CH:6]=[C:5]([C:7]([O:9][CH3:10])=[O:8])[O:4][N:3]=1.CI.[C:13](=O)([O-])[O-].[K+].[K+].Cl, predict the reaction product. The product is: [CH3:13][O:1][C:2]1[CH:6]=[C:5]([C:7]([O:9][CH3:10])=[O:8])[O:4][N:3]=1. (2) Given the reactants Br[C:2]1[CH:3]=[N:4][N:5]2[C:10]([C:11]3[CH:12]=[C:13]([NH:17][C:18](=[O:24])[O:19][CH2:20][CH:21]([CH3:23])[CH3:22])[CH:14]=[CH:15][CH:16]=3)=[CH:9][CH:8]=[N:7][C:6]=12.[S:25]1[CH:29]=[CH:28][CH:27]=[C:26]1B(O)O, predict the reaction product. The product is: [S:25]1[CH:29]=[CH:28][CH:27]=[C:26]1[C:2]1[CH:3]=[N:4][N:5]2[C:10]([C:11]3[CH:12]=[C:13]([NH:17][C:18](=[O:24])[O:19][CH2:20][CH:21]([CH3:23])[CH3:22])[CH:14]=[CH:15][CH:16]=3)=[CH:9][CH:8]=[N:7][C:6]=12. (3) The product is: [CH3:1][O:2][C:3]1[CH:4]=[C:5]([CH2:12][CH2:13][N:14]2[CH2:19][CH2:18][N:17]([CH3:20])[CH2:16][CH2:15]2)[CH:6]=[CH:7][C:8]=1[NH2:9]. Given the reactants [CH3:1][O:2][C:3]1[CH:4]=[C:5]([CH2:12][CH2:13][N:14]2[CH2:19][CH2:18][N:17]([CH3:20])[CH2:16][CH2:15]2)[CH:6]=[CH:7][C:8]=1[N+:9]([O-])=O, predict the reaction product. (4) The product is: [C:1]([O:5][C:6](=[O:21])[NH:7][CH2:8][CH2:9][CH2:10][C:11]1[CH:12]=[N:13][C:14]([CH3:20])=[C:15]([NH2:17])[CH:16]=1)([CH3:3])([CH3:4])[CH3:2]. Given the reactants [C:1]([O:5][C:6](=[O:21])[NH:7][CH2:8][C:9]#[C:10][C:11]1[CH:12]=[N:13][C:14]([CH3:20])=[C:15]([N+:17]([O-])=O)[CH:16]=1)([CH3:4])([CH3:3])[CH3:2], predict the reaction product. (5) Given the reactants [Cl:1][C:2]1[C:3](=[O:21])[N:4]([C:10]2[CH:11]=[C:12]([CH:17]=[CH:18][C:19]=2[CH3:20])[C:13]([O:15][CH3:16])=[O:14])[C:5]([CH3:9])=[CH:6][C:7]=1[OH:8].C(=O)([O-])[O-].[K+].[K+].Br[CH2:29][C:30]1[CH:37]=[CH:36][C:35]([F:38])=[CH:34][C:31]=1[C:32]#[N:33].C(OCC)(=O)C, predict the reaction product. The product is: [C:32]([C:31]1[CH:34]=[C:35]([F:38])[CH:36]=[CH:37][C:30]=1[CH2:29][O:8][C:7]1[CH:6]=[C:5]([CH3:9])[N:4]([C:10]2[CH:11]=[C:12]([CH:17]=[CH:18][C:19]=2[CH3:20])[C:13]([O:15][CH3:16])=[O:14])[C:3](=[O:21])[C:2]=1[Cl:1])#[N:33]. (6) Given the reactants [Br:1]N1C(=O)CCC1=O.[F:9][CH:10]1[CH2:15][CH2:14][CH2:13][CH2:12][CH:11]1[C:16]1[C:17]2[S:28][C:27]([C:29]([O:31][CH3:32])=[O:30])=[CH:26][C:18]=2[N:19]([CH2:21][C:22]([O:24][CH3:25])=[O:23])[CH:20]=1, predict the reaction product. The product is: [Br:1][C:20]1[N:19]([CH2:21][C:22]([O:24][CH3:25])=[O:23])[C:18]2[CH:26]=[C:27]([C:29]([O:31][CH3:32])=[O:30])[S:28][C:17]=2[C:16]=1[CH:11]1[CH2:12][CH2:13][CH2:14][CH2:15][CH:10]1[F:9]. (7) Given the reactants Cl.[CH:2]1([C:8]2[C:16]3[C:11](=[CH:12][C:13]([C:17]([O:19][CH3:20])=[O:18])=[CH:14][CH:15]=3)[NH:10][C:9]=2[C:21]2[CH:26]=[CH:25][C:24]([O:27][CH3:28])=[CH:23][C:22]=2[O:29]COC)[CH2:7][CH2:6][CH2:5][CH2:4][CH2:3]1, predict the reaction product. The product is: [CH:2]1([C:8]2[C:16]3[C:11](=[CH:12][C:13]([C:17]([O:19][CH3:20])=[O:18])=[CH:14][CH:15]=3)[NH:10][C:9]=2[C:21]2[CH:26]=[CH:25][C:24]([O:27][CH3:28])=[CH:23][C:22]=2[OH:29])[CH2:7][CH2:6][CH2:5][CH2:4][CH2:3]1.